This data is from Catalyst prediction with 721,799 reactions and 888 catalyst types from USPTO. The task is: Predict which catalyst facilitates the given reaction. (1) Reactant: [H-].[Na+].[CH3:3][CH:4]([CH3:7])[CH2:5][OH:6].[C:8]([O:12][C:13]([N:15]1[CH2:20][CH2:19][N:18]([C:21]2[CH:22]=[N:23][C:24]([NH:27][C:28]3[N:29]=[CH:30][C:31]4[CH:37]=[C:36](F)[C:35](=[O:39])[N:34]([CH:40]5[CH2:44][CH2:43][CH2:42][CH2:41]5)[C:32]=4[N:33]=3)=[CH:25][CH:26]=2)[CH2:17][CH2:16]1)=[O:14])([CH3:11])([CH3:10])[CH3:9]. The catalyst class is: 81. Product: [C:8]([O:12][C:13]([N:15]1[CH2:16][CH2:17][N:18]([C:21]2[CH:22]=[N:23][C:24]([NH:27][C:28]3[N:29]=[CH:30][C:31]4[CH:37]=[C:36]([O:6][CH2:5][CH:4]([CH3:7])[CH3:3])[C:35](=[O:39])[N:34]([CH:40]5[CH2:41][CH2:42][CH2:43][CH2:44]5)[C:32]=4[N:33]=3)=[CH:25][CH:26]=2)[CH2:19][CH2:20]1)=[O:14])([CH3:11])([CH3:9])[CH3:10]. (2) Reactant: C([O:3][CH:4](OCC)[C:5]1[S:6][CH:7]=[C:8]([C:10]([O:12][CH2:13][CH3:14])=[O:11])[N:9]=1)C.Cl. Product: [CH:4]([C:5]1[S:6][CH:7]=[C:8]([C:10]([O:12][CH2:13][CH3:14])=[O:11])[N:9]=1)=[O:3]. The catalyst class is: 21. (3) Reactant: Cl.[NH:2]1[CH2:7][CH2:6][CH:5]([C:8]2[CH:13]=[CH:12][C:11]([NH:14][C:15]3[N:16]=[C:17]([N:24]4[CH2:29][CH2:28][CH2:27][C@@H:26]([NH:30][C:31]([N:33]5[CH2:38][CH2:37][CH2:36][CH2:35][CH2:34]5)=[O:32])[CH2:25]4)[N:18]=[N:19][C:20]=3[C:21]([NH2:23])=[O:22])=[CH:10][CH:9]=2)[CH2:4][CH2:3]1.CCN(C(C)C)C(C)C.[C:48](Cl)(=[O:51])[CH2:49][CH3:50]. Product: [N:33]1([C:31]([NH:30][C@@H:26]2[CH2:27][CH2:28][CH2:29][N:24]([C:17]3[N:18]=[N:19][C:20]([C:21]([NH2:23])=[O:22])=[C:15]([NH:14][C:11]4[CH:12]=[CH:13][C:8]([CH:5]5[CH2:6][CH2:7][N:2]([C:48](=[O:51])[CH2:49][CH3:50])[CH2:3][CH2:4]5)=[CH:9][CH:10]=4)[N:16]=3)[CH2:25]2)=[O:32])[CH2:38][CH2:37][CH2:36][CH2:35][CH2:34]1. The catalyst class is: 3.